This data is from Full USPTO retrosynthesis dataset with 1.9M reactions from patents (1976-2016). The task is: Predict the reactants needed to synthesize the given product. (1) Given the product [Cl:1][C:2]1[C:3]([CH:18]([S:27]([C:30]2[CH:35]=[CH:34][C:33]([Cl:36])=[CH:32][CH:31]=2)(=[O:29])=[O:28])[C:19]2[CH:24]=[C:23]([F:25])[CH:22]=[CH:21][C:20]=2[F:26])=[CH:4][C:5]([NH:8][S:9]([CH2:12][C:13]([OH:15])=[O:14])(=[O:11])=[O:10])=[N:6][CH:7]=1, predict the reactants needed to synthesize it. The reactants are: [Cl:1][C:2]1[C:3]([CH:18]([S:27]([C:30]2[CH:35]=[CH:34][C:33]([Cl:36])=[CH:32][CH:31]=2)(=[O:29])=[O:28])[C:19]2[CH:24]=[C:23]([F:25])[CH:22]=[CH:21][C:20]=2[F:26])=[CH:4][C:5]([NH:8][S:9]([CH2:12][C:13]([O:15]CC)=[O:14])(=[O:11])=[O:10])=[N:6][CH:7]=1.O.[OH-].[Li+].Cl.FC(F)(F)C(O)=O. (2) Given the product [NH2:19][C:18]1[N:17]=[CH:16][C:15]2[C:20]([C:23]3[CH2:24][CH2:25][N:26]([C:34]([NH:33][C:29]([CH3:32])([CH3:31])[CH3:30])=[O:35])[CH2:27][CH:28]=3)=[CH:21][O:22][C:14]=2[C:13]=1[O:12][C@@H:10]([C:3]1[C:4]([Cl:9])=[CH:5][CH:6]=[C:7]([F:8])[C:2]=1[Cl:1])[CH3:11], predict the reactants needed to synthesize it. The reactants are: [Cl:1][C:2]1[C:7]([F:8])=[CH:6][CH:5]=[C:4]([Cl:9])[C:3]=1[C@H:10]([O:12][C:13]1[C:14]2[O:22][CH:21]=[C:20]([C:23]3[CH2:24][CH2:25][NH:26][CH2:27][CH:28]=3)[C:15]=2[CH:16]=[N:17][C:18]=1[NH2:19])[CH3:11].[C:29]([N:33]=[C:34]=[O:35])([CH3:32])([CH3:31])[CH3:30].CCN(C(C)C)C(C)C. (3) Given the product [CH2:29]([O:28][C:26]([C:2]1[C:3]2[CH:10]=[CH:9][N:8]([S:11]([C:14]3[CH:19]=[CH:18][C:17]([CH3:20])=[CH:16][CH:15]=3)(=[O:13])=[O:12])[C:4]=2[N:5]=[CH:6][N:7]=1)=[CH2:27])[CH3:30], predict the reactants needed to synthesize it. The reactants are: I[C:2]1[C:3]2[CH:10]=[CH:9][N:8]([S:11]([C:14]3[CH:19]=[CH:18][C:17]([CH3:20])=[CH:16][CH:15]=3)(=[O:13])=[O:12])[C:4]=2[N:5]=[CH:6][N:7]=1.C([Sn](CCCC)(CCCC)[C:26]([O:28][CH2:29][CH3:30])=[CH2:27])CCC. (4) Given the product [CH2:2]1[C:10]2[C:5](=[CH:6][CH:7]=[CH:8][CH:9]=2)[CH2:4][N:3]1[C:11]([C:13]1[CH:14]=[C:15]([CH:18]=[CH:19][C:20]=1[OH:21])[C:16]#[N:17])=[O:12], predict the reactants needed to synthesize it. The reactants are: Cl.[CH2:2]1[C:10]2[C:5](=[CH:6][CH:7]=[CH:8][CH:9]=2)[CH2:4][N:3]1[C:11]([C:13]1[CH:14]=[C:15]([CH:18]=[CH:19][C:20]=1[O:21]COC)[C:16]#[N:17])=[O:12]. (5) Given the product [Cl:1][C:2]1[CH:9]=[C:8]([N:10]([CH2:16][C:17]2[CH:22]=[CH:21][CH:20]=[CH:19][C:18]=2[Cl:23])[C@H:11]2[CH2:15][CH2:14][N:13]([S:25]([C:28]3[CH:32]=[CH:31][S:30][C:29]=3[C:33]([O:35][CH3:36])=[O:34])(=[O:26])=[O:27])[CH2:12]2)[CH:7]=[CH:6][C:3]=1[C:4]#[N:5], predict the reactants needed to synthesize it. The reactants are: [Cl:1][C:2]1[CH:9]=[C:8]([N:10]([CH2:16][C:17]2[CH:22]=[CH:21][CH:20]=[CH:19][C:18]=2[Cl:23])[C@H:11]2[CH2:15][CH2:14][NH:13][CH2:12]2)[CH:7]=[CH:6][C:3]=1[C:4]#[N:5].Cl[S:25]([C:28]1[CH:32]=[CH:31][S:30][C:29]=1[C:33]([O:35][CH3:36])=[O:34])(=[O:27])=[O:26]. (6) Given the product [CH2:1]([C:4]1[C:12]([N:13]([CH2:20][CH3:21])[CH:14]2[CH2:19][CH2:18][O:17][CH2:16][CH2:15]2)=[CH:11][CH:10]=[CH:9][C:5]=1[C:6]([NH:31][CH2:30][C:29]1[C:24]([O:23][CH3:22])=[N:25][C:26]([CH3:37])=[CH:27][C:28]=1[CH:32]([CH2:34][CH:35]=[CH2:36])[CH3:33])=[O:8])[CH:2]=[CH2:3], predict the reactants needed to synthesize it. The reactants are: [CH2:1]([C:4]1[C:12]([N:13]([CH2:20][CH3:21])[CH:14]2[CH2:19][CH2:18][O:17][CH2:16][CH2:15]2)=[CH:11][CH:10]=[CH:9][C:5]=1[C:6]([OH:8])=O)[CH:2]=[CH2:3].[CH3:22][O:23][C:24]1[C:29]([CH2:30][NH2:31])=[C:28]([CH:32]([CH2:34][CH:35]=[CH2:36])[CH3:33])[CH:27]=[C:26]([CH3:37])[N:25]=1.C(Cl)CCl.C1C=NC2N(O)N=NC=2C=1.CN1CCOCC1. (7) Given the product [CH:1]1([NH:6][C:25]([NH2:24])=[S:26])[CH2:5][CH2:4][CH2:3][CH2:2]1, predict the reactants needed to synthesize it. The reactants are: [CH:1]1([NH2:6])[CH2:5][CH2:4][CH2:3][CH2:2]1.C([N:24]=[C:25]=[S:26])(OCC1C2C(=CC=CC=2)C2C1=CC=CC=2)=O. (8) Given the product [Cl:25][C:19]1[CH:20]=[CH:21][CH:22]=[C:23]([Cl:24])[C:18]=1[C:9]1[N:8]([C:5]2[CH:6]=[CH:7][C:2]([C:34]3[CH:33]=[CH:32][CH:31]=[C:30]([S:27]([CH3:26])(=[O:29])=[O:28])[CH:35]=3)=[CH:3][CH:4]=2)[CH:12]=[C:11]([C:13]([CH3:17])([CH3:16])[CH2:14][OH:15])[N:10]=1, predict the reactants needed to synthesize it. The reactants are: Br[C:2]1[CH:7]=[CH:6][C:5]([N:8]2[CH:12]=[C:11]([C:13]([CH3:17])([CH3:16])[CH2:14][OH:15])[N:10]=[C:9]2[C:18]2[C:23]([Cl:24])=[CH:22][CH:21]=[CH:20][C:19]=2[Cl:25])=[CH:4][CH:3]=1.[CH3:26][S:27]([C:30]1[CH:31]=[C:32](B(O)O)[CH:33]=[CH:34][CH:35]=1)(=[O:29])=[O:28].C(=O)([O-])[O-].[K+].[K+]. (9) Given the product [Br:25][C:26]1[CH:33]=[C:30]([C@@H:31]2[C@@H:42]([C:43]3[CH:44]=[CH:45][CH:46]=[CH:47][CH:48]=3)[O:24][C:18](=[O:19])[NH:17]2)[CH:29]=[N:28][CH:27]=1, predict the reactants needed to synthesize it. The reactants are: BrC1N=C([C@@H]([NH:17][C:18](=[O:24])[O:19]C(C)(C)C)[C@H](O)C2C=CC=CC=2)C=CC=1.[Br:25][C:26]1[CH:27]=[N:28][CH:29]=[C:30]([CH:33]=1)[CH:31]=O.C(OP([CH2:42][C:43]1[CH:48]=[CH:47][CH:46]=[CH:45][CH:44]=1)(=O)OCC)C.